From a dataset of Reaction yield outcomes from USPTO patents with 853,638 reactions. Predict the reaction yield, written as a fraction of the theoretical maximum amount of product (1.0 means a 100% yield; for example, 0.34 means a 34% yield). (1) The reactants are C([O:8][C:9]1[CH:18]=[CH:17][C:16]2[C:11](=[CH:12][CH:13]=[C:14]([O:19][CH3:20])[CH:15]=2)[C:10]=1[O:21][C:22]1[CH:36]=[CH:35][C:25]([O:26][CH2:27][CH2:28][N:29]2[CH2:34][CH2:33][CH2:32][CH2:31][CH2:30]2)=[CH:24][CH:23]=1)C1C=CC=CC=1.C([O-])=O.[NH4+]. The catalyst is [OH-].[OH-].[Pd+2].CO.C(OCC)(=O)C. The product is [CH3:20][O:19][C:14]1[CH:15]=[C:16]2[C:11](=[CH:12][CH:13]=1)[C:10]([O:21][C:22]1[CH:23]=[CH:24][C:25]([O:26][CH2:27][CH2:28][N:29]3[CH2:30][CH2:31][CH2:32][CH2:33][CH2:34]3)=[CH:35][CH:36]=1)=[C:9]([OH:8])[CH:18]=[CH:17]2. The yield is 0.985. (2) The reactants are [NH:1]1[C:9]2[C:4](=[CH:5][CH:6]=[CH:7][CH:8]=2)[CH2:3][C:2]1=[O:10].[I:11][C:12]1[C:20]2[C:15](=[CH:16][C:17]([CH:21]=O)=[CH:18][CH:19]=2)[N:14]([CH2:23][O:24][CH2:25][CH2:26][Si:27]([CH3:30])([CH3:29])[CH3:28])[N:13]=1.N1CCCCC1. The yield is 1.00. The product is [I:11][C:12]1[C:20]2[C:15](=[CH:16][C:17](/[CH:21]=[C:3]3/[C:2](=[O:10])[NH:1][C:9]4[C:4]/3=[CH:5][CH:6]=[CH:7][CH:8]=4)=[CH:18][CH:19]=2)[N:14]([CH2:23][O:24][CH2:25][CH2:26][Si:27]([CH3:28])([CH3:30])[CH3:29])[N:13]=1. The catalyst is C(O)C. (3) The reactants are [CH3:1][N:2]1[C:23](=[O:24])[C:6]2[NH:7][CH:8]=[C:9]3[CH2:10][NH:11][C:12]4[CH:17]=[CH:16][C:15]([CH2:18][S:19]([CH3:22])(=[O:21])=[O:20])=[CH:14][C:13]=4[C:4]([C:5]=23)=[CH:3]1.[N:25]1[CH:30]=[CH:29][CH:28]=[CH:27][C:26]=1[CH:31]=O.C(O)(=O)C.[Na].C(=O)(O)[O-]. The catalyst is ClCCl. The product is [CH3:1][N:2]1[C:23](=[O:24])[C:6]2[NH:7][CH:8]=[C:9]3[CH2:10][N:11]([CH2:31][C:26]4[CH:27]=[CH:28][CH:29]=[CH:30][N:25]=4)[C:12]4[CH:17]=[CH:16][C:15]([CH2:18][S:19]([CH3:22])(=[O:21])=[O:20])=[CH:14][C:13]=4[C:4]([C:5]=23)=[CH:3]1. The yield is 0.410. (4) The reactants are [Si:1]([O:8][CH2:9][C@@H:10]1[C@@H:14]([OH:15])[C@:13]([F:17])([CH3:16])[C@H:12]([N:18]2[CH:26]=[N:25][C:24]3[C:19]2=[N:20][C:21]([NH2:28])=[N:22][C:23]=3[NH2:27])[O:11]1)([C:4]([CH3:7])([CH3:6])[CH3:5])([CH3:3])[CH3:2].[C:29](Cl)([O:31][CH2:32][C:33]1[CH:38]=[CH:37][CH:36]=[CH:35][CH:34]=1)=[O:30]. The catalyst is C(Cl)Cl.CN(C1C=CN=CC=1)C. The product is [NH2:28][C:21]1[N:20]=[C:19]2[C:24]([N:25]=[CH:26][N:18]2[C@H:12]2[C@@:13]([F:17])([CH3:16])[C@H:14]([O:15][C:29]([O:31][CH2:32][C:33]3[CH:38]=[CH:37][CH:36]=[CH:35][CH:34]=3)=[O:30])[C@@H:10]([CH2:9][O:8][Si:1]([C:4]([CH3:6])([CH3:7])[CH3:5])([CH3:2])[CH3:3])[O:11]2)=[C:23]([NH:27][C:29](=[O:30])[O:31][CH2:32][C:33]2[CH:38]=[CH:37][CH:36]=[CH:35][CH:34]=2)[N:22]=1. The yield is 0.810. (5) The reactants are [OH:1][CH2:2][C@:3]([NH:15]C(=O)OC(C)(C)C)([C:5]1[CH:10]=[CH:9][CH:8]=[C:7]([C:11]([F:14])([F:13])[F:12])[CH:6]=1)[CH3:4].[Cl:23]S([N:27]=[C:28]=[O:29])(=O)=O.O.C(=O)([O-])O.[Na+]. The catalyst is C(#N)C. The product is [ClH:23].[C:28](=[O:29])([O:1][CH2:2][C@:3]([NH2:15])([C:5]1[CH:10]=[CH:9][CH:8]=[C:7]([C:11]([F:12])([F:13])[F:14])[CH:6]=1)[CH3:4])[NH2:27]. The yield is 0.900. (6) The product is [Cl:1][C:2]1[CH:9]=[CH:8][C:5]([CH:6]2[CH2:10][CH:17]([OH:21])[CH2:18][CH2:19][O:7]2)=[CH:4][CH:3]=1. The yield is 0.660. The reactants are [Cl:1][C:2]1[CH:9]=[CH:8][C:5]([CH:6]=[O:7])=[CH:4][CH:3]=1.[C:10](O)(C(F)(F)F)=O.[CH2:17]([OH:21])[CH2:18][CH:19]=C. The catalyst is C(Cl)Cl. (7) The reactants are [F:1][C:2]1[CH:26]=[CH:25][C:5]([CH2:6][N:7]2[C:11]3=[CH:12][N:13]=[C:14]([C:20](OCC)=[O:21])[C:15]([CH2:16][CH2:17][CH2:18][OH:19])=[C:10]3[CH:9]=[CH:8]2)=[CH:4][CH:3]=1.[OH-:27].[Na+].[NH2:29]O.C(O)(=O)C. The catalyst is CO. The product is [F:1][C:2]1[CH:26]=[CH:25][C:5]([CH2:6][N:7]2[C:11]3=[CH:12][N:13]=[C:14]([C:20]([NH:29][OH:27])=[O:21])[C:15]([CH2:16][CH2:17][CH2:18][OH:19])=[C:10]3[CH:9]=[CH:8]2)=[CH:4][CH:3]=1. The yield is 0.190. (8) The reactants are [Cl:1][C:2]1[CH:22]=[C:21]([C:23]([F:26])([F:25])[F:24])[CH:20]=[CH:19][C:3]=1[CH2:4][N:5]1[C:9]([CH2:10][CH2:11][C:12]([OH:14])=O)=[CH:8][C:7]([O:15][CH:16]([CH3:18])[CH3:17])=[N:6]1.[CH2:27]([S:32]([NH2:35])(=[O:34])=[O:33])[CH2:28][CH2:29][CH2:30][CH3:31].N12CCCN=C1CCCCC2. The catalyst is O1CCCC1. The product is [Cl:1][C:2]1[CH:22]=[C:21]([C:23]([F:26])([F:25])[F:24])[CH:20]=[CH:19][C:3]=1[CH2:4][N:5]1[C:9]([CH2:10][CH2:11][C:12]([NH:35][S:32]([CH2:27][CH2:28][CH2:29][CH2:30][CH3:31])(=[O:34])=[O:33])=[O:14])=[CH:8][C:7]([O:15][CH:16]([CH3:18])[CH3:17])=[N:6]1. The yield is 0.0600.